Dataset: Forward reaction prediction with 1.9M reactions from USPTO patents (1976-2016). Task: Predict the product of the given reaction. (1) Given the reactants CN(C(ON1N=NC2C=CC=CC1=2)=[N+](C)C)C.[B-](F)(F)(F)F.C(N(CC)CC)C.[CH3:30][N:31]1[CH2:36][CH2:35][N:34]([CH:37]2[CH2:42][CH2:41][NH:40][CH2:39][CH2:38]2)[CH2:33][CH2:32]1.[NH2:43][C:44]1[C:49]([C:50]([F:53])([F:52])[F:51])=[CH:48][C:47]([CH2:54][C@@H:55]([O:59][CH2:60][C:61]2[CH:66]=[CH:65][CH:64]=[CH:63][CH:62]=2)[C:56](O)=[O:57])=[CH:46][C:45]=1[Cl:67], predict the reaction product. The product is: [NH2:43][C:44]1[C:49]([C:50]([F:51])([F:52])[F:53])=[CH:48][C:47]([CH2:54][C@@H:55]([O:59][CH2:60][C:61]2[CH:66]=[CH:65][CH:64]=[CH:63][CH:62]=2)[C:56]([N:40]2[CH2:41][CH2:42][CH:37]([N:34]3[CH2:35][CH2:36][N:31]([CH3:30])[CH2:32][CH2:33]3)[CH2:38][CH2:39]2)=[O:57])=[CH:46][C:45]=1[Cl:67]. (2) Given the reactants [C:1]([C@H:5]1[CH2:10][CH2:9][C@H:8]([O:11][C:12]2[CH:17]=[CH:16][C:15](B3OC(C)(C)C(C)(C)O3)=[CH:14][CH:13]=2)[CH2:7][CH2:6]1)([CH3:4])([CH3:3])[CH3:2].Br[C:28]1[N:33]=[C:32]([CH:34]=[O:35])[CH:31]=[CH:30][CH:29]=1.C([O-])([O-])=O.[Na+].[Na+].C(Cl)Cl, predict the reaction product. The product is: [C:1]([C@H:5]1[CH2:6][CH2:7][C@H:8]([O:11][C:12]2[CH:13]=[CH:14][C:15]([C:28]3[N:33]=[C:32]([CH:34]=[O:35])[CH:31]=[CH:30][CH:29]=3)=[CH:16][CH:17]=2)[CH2:9][CH2:10]1)([CH3:3])([CH3:2])[CH3:4]. (3) Given the reactants [CH2:1]([NH:8][C:9](=[O:49])[C@@H:10]([OH:48])[CH:11]([NH:19][C:20](=[O:47])[C@@H:21]([NH:31][C:32](=[O:46])[C@@H:33]([NH:35][C:36](=[O:45])[CH2:37][CH2:38][C:39]1[N:40]([CH3:44])[N:41]=[CH:42][CH:43]=1)[CH3:34])[CH2:22][C:23]1[CH:28]=[CH:27][C:26]([O:29][CH3:30])=[CH:25][CH:24]=1)[CH2:12][C:13]1[CH:18]=[CH:17][CH:16]=[CH:15][CH:14]=1)[C:2]1[CH:7]=[CH:6][CH:5]=[CH:4][CH:3]=1.CC(OI1(OC(C)=O)(OC(C)=O)OC(=O)C2C=CC=CC1=2)=O, predict the reaction product. The product is: [CH2:1]([NH:8][C:9](=[O:49])[C:10](=[O:48])[C@@H:11]([NH:19][C:20](=[O:47])[C@@H:21]([NH:31][C:32](=[O:46])[C@@H:33]([NH:35][C:36](=[O:45])[CH2:37][CH2:38][C:39]1[N:40]([CH3:44])[N:41]=[CH:42][CH:43]=1)[CH3:34])[CH2:22][C:23]1[CH:28]=[CH:27][C:26]([O:29][CH3:30])=[CH:25][CH:24]=1)[CH2:12][C:13]1[CH:14]=[CH:15][CH:16]=[CH:17][CH:18]=1)[C:2]1[CH:3]=[CH:4][CH:5]=[CH:6][CH:7]=1. (4) Given the reactants [CH3:1][C:2]1[C:3]([C:11]2[S:15][C:14]([C:16]([OH:18])=O)=[CH:13][CH:12]=2)=[N:4][O:5][C:6]=1[C:7]([F:10])([F:9])[F:8].[NH2:19][C:20]1[CH:25]=[CH:24][N:23]=[CH:22][C:21]=1[Cl:26].C1COCC1.C(N(CC)CC)C, predict the reaction product. The product is: [Cl:26][C:21]1[CH:22]=[N:23][CH:24]=[CH:25][C:20]=1[NH:19][C:16]([C:14]1[S:15][C:11]([C:3]2[C:2]([CH3:1])=[C:6]([C:7]([F:8])([F:9])[F:10])[O:5][N:4]=2)=[CH:12][CH:13]=1)=[O:18]. (5) Given the reactants [CH3:1][O:2][C:3]1[CH:8]=[CH:7][C:6]([C@@H:9]2[CH2:14][CH2:13][C@H:12]([OH:15])[CH2:11][CH2:10]2)=[CH:5][CH:4]=1.C(N(CC)CC)C.[CH3:23][S:24](Cl)(=[O:26])=[O:25], predict the reaction product. The product is: [CH3:23][S:24]([O:15][C@H:12]1[CH2:13][CH2:14][C@@H:9]([C:6]2[CH:5]=[CH:4][C:3]([O:2][CH3:1])=[CH:8][CH:7]=2)[CH2:10][CH2:11]1)(=[O:26])=[O:25]. (6) Given the reactants [N+]([C:4]1[NH:5][CH:6]=[C:7]([N+:9]([O-:11])=[O:10])[N:8]=1)([O-])=O.[ClH:12], predict the reaction product. The product is: [Cl:12][C:4]1[NH:5][CH:6]=[C:7]([N+:9]([O-:11])=[O:10])[N:8]=1. (7) Given the reactants [CH3:1][O:2][C:3]([C:5]1[S:6][C:7]([CH2:12]Cl)=[C:8]([CH2:10]Cl)[CH:9]=1)=[O:4].[CH3:14][NH2:15], predict the reaction product. The product is: [CH3:1][O:2][C:3]([C:5]1[S:6][C:7]2[CH2:12][N:15]([CH3:14])[CH2:10][C:8]=2[CH:9]=1)=[O:4].